Task: Regression. Given a peptide amino acid sequence and an MHC pseudo amino acid sequence, predict their binding affinity value. This is MHC class I binding data.. Dataset: Peptide-MHC class I binding affinity with 185,985 pairs from IEDB/IMGT (1) The peptide sequence is IISHNFCNL. The MHC is H-2-Db with pseudo-sequence H-2-Db. The binding affinity (normalized) is 0. (2) The peptide sequence is EHNGGDDPL. The MHC is HLA-A26:01 with pseudo-sequence HLA-A26:01. The binding affinity (normalized) is 0.213. (3) The peptide sequence is ELAAHQKKIL. The MHC is HLA-A02:03 with pseudo-sequence HLA-A02:03. The binding affinity (normalized) is 0.0897. (4) The peptide sequence is FGAQMGWPV. The MHC is HLA-A25:01 with pseudo-sequence HLA-A25:01. The binding affinity (normalized) is 0.0847. (5) The peptide sequence is RFPLTFGW. The MHC is HLA-B35:01 with pseudo-sequence HLA-B35:01. The binding affinity (normalized) is 0.00735. (6) The binding affinity (normalized) is 0.0847. The peptide sequence is VPHVIEEVM. The MHC is HLA-A80:01 with pseudo-sequence HLA-A80:01. (7) The peptide sequence is KAKRGTAQI. The MHC is HLA-A30:01 with pseudo-sequence HLA-A30:01. The binding affinity (normalized) is 0.476.